This data is from Forward reaction prediction with 1.9M reactions from USPTO patents (1976-2016). The task is: Predict the product of the given reaction. The product is: [N:40]([CH2:2][CH2:3][CH2:4][CH2:5][CH2:6][CH2:7][CH2:8][CH2:9][CH2:10][CH2:11][CH2:12][CH:13]=[CH:14][CH2:15][CH2:16][CH2:17][CH2:18][CH2:19][CH2:20][CH2:21][CH2:22][CH2:23][CH2:24][CH:25]=[CH:26][CH2:27][CH2:28][CH2:29][CH2:30][CH2:31][CH2:32][CH2:33][CH2:34][CH2:35][CH2:36][C:37]([OH:39])=[O:38])=[N+:41]=[N-:42]. Given the reactants Cl[CH2:2][CH2:3][CH2:4][CH2:5][CH2:6][CH2:7][CH2:8][CH2:9][CH2:10][CH2:11][CH2:12][CH:13]=[CH:14][CH2:15][CH2:16][CH2:17][CH2:18][CH2:19][CH2:20][CH2:21][CH2:22][CH2:23][CH2:24][CH:25]=[CH:26][CH2:27][CH2:28][CH2:29][CH2:30][CH2:31][CH2:32][CH2:33][CH2:34][CH2:35][CH2:36][C:37]([OH:39])=[O:38].[N-:40]=[N+:41]=[N-:42].[Na+].O.C(OCC)(=O)C, predict the reaction product.